From a dataset of Peptide-MHC class II binding affinity with 134,281 pairs from IEDB. Regression. Given a peptide amino acid sequence and an MHC pseudo amino acid sequence, predict their binding affinity value. This is MHC class II binding data. (1) The peptide sequence is VRYTTEGGTKTEAEDVIPEG. The MHC is DRB1_0101 with pseudo-sequence DRB1_0101. The binding affinity (normalized) is 0.216. (2) The peptide sequence is KMIGGIGGFIKVRQYDQIHI. The MHC is DRB1_1501 with pseudo-sequence DRB1_1501. The binding affinity (normalized) is 0.633. (3) The peptide sequence is ELYYAIHKASTVLAF. The MHC is DRB1_0405 with pseudo-sequence DRB1_0405. The binding affinity (normalized) is 0.488. (4) The peptide sequence is ETALKKAITAMSE. The MHC is HLA-DQA10401-DQB10402 with pseudo-sequence HLA-DQA10401-DQB10402. The binding affinity (normalized) is 0.391.